From a dataset of Catalyst prediction with 721,799 reactions and 888 catalyst types from USPTO. Predict which catalyst facilitates the given reaction. (1) Reactant: [CH:1]1([CH2:4][N:5]([CH2:15][CH2:16][CH3:17])[C:6]2[N:11]=[CH:10][N:9]=[C:8]([C:12]([OH:14])=O)[CH:7]=2)[CH2:3][CH2:2]1.C(N(C(C)C)CC)(C)C.ClC(OC)=O.[NH:32]1[CH:36]=[CH:35][C:34]([C:37]2[CH:38]=[C:39]([CH:41]=[CH:42][CH:43]=2)[NH2:40])=[N:33]1. Product: [CH:1]1([CH2:4][N:5]([CH2:15][CH2:16][CH3:17])[C:6]2[N:11]=[CH:10][N:9]=[C:8]([C:12]([NH:40][C:39]3[CH:41]=[CH:42][CH:43]=[C:37]([C:34]4[CH:35]=[CH:36][NH:32][N:33]=4)[CH:38]=3)=[O:14])[CH:7]=2)[CH2:2][CH2:3]1. The catalyst class is: 2. (2) Reactant: [H-].[Na+].[C:3]([O:7][C:8]([N:10]1[CH2:15][CH2:14][N:13]([C:16]([O:18][C:19]([CH3:22])([CH3:21])[CH3:20])=[O:17])[CH2:12][CH:11]1[CH:23]([C:25]1[CH:30]=[CH:29][CH:28]=[CH:27][C:26]=1[N:31]1[C:39]2[C:38](=[O:40])[N:37]([CH3:41])[C:36](=[O:42])[N:35]([CH3:43])[C:34]=2[N:33]=[CH:32]1)[OH:24])=[O:9])([CH3:6])([CH3:5])[CH3:4].[C:44](=[S:46])=[S:45].[CH3:47]I. Product: [C:3]([O:7][C:8]([N:10]1[CH2:15][CH2:14][N:13]([C:16]([O:18][C:19]([CH3:22])([CH3:21])[CH3:20])=[O:17])[CH2:12][CH:11]1[CH:23]([C:25]1[CH:30]=[CH:29][CH:28]=[CH:27][C:26]=1[N:31]1[C:39]2[C:38](=[O:40])[N:37]([CH3:41])[C:36](=[O:42])[N:35]([CH3:43])[C:34]=2[N:33]=[CH:32]1)[O:24][C:44]([S:46][CH3:47])=[S:45])=[O:9])([CH3:4])([CH3:5])[CH3:6]. The catalyst class is: 253. (3) Product: [CH2:23]([N:7]1[C:8]2[C:3](=[C:2]([F:1])[C:11]([O:12][CH3:13])=[C:10]([O:14][CH3:15])[CH:9]=2)[C:4](=[O:21])[C:5]([C:16]([O:18][CH2:19][CH3:20])=[O:17])=[CH:6]1)[CH3:24]. The catalyst class is: 6. Reactant: [F:1][C:2]1[C:11]([O:12][CH3:13])=[C:10]([O:14][CH3:15])[CH:9]=[C:8]2[C:3]=1[C:4](=[O:21])[C:5]([C:16]([O:18][CH2:19][CH3:20])=[O:17])=[CH:6][NH:7]2.F[C:23]1C=C2C(C(=O)C(C(OCC)=O)=CN2)=C(OC)[C:24]=1OC.C(=O)([O-])[O-].[K+].[K+].P(OCC)(OCC)(OCC)=O. (4) Reactant: [NH2:1][C:2]1[CH:3]=[C:4]([CH:19]=[CH:20][CH:21]=1)[CH2:5][C:6]1[C:11](=O)[CH:10]=[CH:9][N:8]([C:13]2[CH:14]=[N:15][N:16]([CH3:18])[CH:17]=2)[N:7]=1.COC1C=CC(P2(SP(C3C=CC(OC)=CC=3)(=S)S2)=[S:31])=CC=1. Product: [NH2:1][C:2]1[CH:3]=[C:4]([CH:19]=[CH:20][CH:21]=1)[CH2:5][C:6]1[C:11](=[S:31])[CH:10]=[CH:9][N:8]([C:13]2[CH:14]=[N:15][N:16]([CH3:18])[CH:17]=2)[N:7]=1. The catalyst class is: 12. (5) Reactant: [CH3:1][O:2][CH2:3][CH2:4][N:5]1[C:11](=[O:12])[CH2:10][CH2:9][CH2:8][C:7]2[CH:13]=[C:14]([N+:17]([O-])=O)[CH:15]=[CH:16][C:6]1=2.O.NN. Product: [NH2:17][C:14]1[CH:15]=[CH:16][C:6]2[N:5]([CH2:4][CH2:3][O:2][CH3:1])[C:11](=[O:12])[CH2:10][CH2:9][CH2:8][C:7]=2[CH:13]=1. The catalyst class is: 50. (6) Reactant: [OH:1][CH:2]1[CH2:6][NH:5][C:4](=[O:7])[CH2:3]1.N1C=CN=C1.[Si:13](Cl)([C:16]([CH3:19])([CH3:18])[CH3:17])([CH3:15])[CH3:14].O. Product: [Si:13]([O:1][C@H:2]1[CH2:6][NH:5][C:4](=[O:7])[CH2:3]1)([C:16]([CH3:19])([CH3:18])[CH3:17])([CH3:15])[CH3:14]. The catalyst class is: 3. (7) Reactant: [CH:1]12[NH:8][CH:5]([CH2:6][CH2:7]1)[CH2:4][CH:3]([O:9][CH2:10][C:11]1[C:12]([C:19]3[CH:24]=[CH:23][CH:22]=[CH:21][C:20]=3[O:25][C:26]([F:29])([F:28])[F:27])=[N:13][O:14][C:15]=1[CH:16]1[CH2:18][CH2:17]1)[CH2:2]2.C[C:31](N(C)C)=[O:32].Cl[C:37]1[CH:46]=[C:45]([CH3:47])[C:40](C(OC)=O)=[CH:39][N:38]=1.[C:48](=O)([O-])[O-:49].[Cs+].[Cs+]. Product: [CH:16]1([C:15]2[O:14][N:13]=[C:12]([C:19]3[CH:24]=[CH:23][CH:22]=[CH:21][C:20]=3[O:25][C:26]([F:28])([F:27])[F:29])[C:11]=2[CH2:10][O:9][CH:3]2[CH2:2][CH:1]3[N:8]([C:39]4[CH:40]=[C:45]([CH3:47])[CH:46]=[C:37]([C:48]([O:32][CH3:31])=[O:49])[N:38]=4)[CH:5]([CH2:6][CH2:7]3)[CH2:4]2)[CH2:17][CH2:18]1. The catalyst class is: 6. (8) Reactant: [Cl:1][C:2]1[C:3]([NH:27][C:28]2[CH:32]=[C:31]([CH3:33])[NH:30][N:29]=2)=[N:4][C:5]([NH:8][C:9]2[C:14]([CH3:15])=[CH:13][C:12]([CH:16]3[CH2:21][CH2:20][N:19]([C:22](=[O:25])[CH:23]=[CH2:24])[CH2:18][CH2:17]3)=[C:11]([CH3:26])[CH:10]=2)=[N:6][CH:7]=1.[NH:34]1[CH2:39][CH2:38][O:37][CH2:36][CH2:35]1. Product: [Cl:1][C:2]1[C:3]([NH:27][C:28]2[CH:32]=[C:31]([CH3:33])[NH:30][N:29]=2)=[N:4][C:5]([NH:8][C:9]2[C:14]([CH3:15])=[CH:13][C:12]([CH:16]3[CH2:17][CH2:18][N:19]([C:22](=[O:25])[CH2:23][CH2:24][N:34]4[CH2:39][CH2:38][O:37][CH2:36][CH2:35]4)[CH2:20][CH2:21]3)=[C:11]([CH3:26])[CH:10]=2)=[N:6][CH:7]=1. The catalyst class is: 3. (9) Reactant: [OH:1][C@H:2]([CH2:8][C:9](=[O:11])[CH3:10])[CH2:3][C:4]([O:6][CH3:7])=[O:5].N1C=CN=C1.[Si:17](Cl)([C:20]([CH3:23])([CH3:22])[CH3:21])([CH3:19])[CH3:18]. Product: [O:1]([C@H:2]([CH2:8][C:9](=[O:11])[CH3:10])[CH2:3][C:4]([O:6][CH3:7])=[O:5])[Si:17]([C:20]([CH3:23])([CH3:22])[CH3:21])([CH3:19])[CH3:18]. The catalyst class is: 3.